Dataset: Forward reaction prediction with 1.9M reactions from USPTO patents (1976-2016). Task: Predict the product of the given reaction. (1) Given the reactants [CH3:1][N:2]1[C:6]2[CH:7]=[CH:8][CH:9]=[CH:10][C:5]=2[N:4]=[C:3]1[NH:11][C:12](=[O:19])OCC(Cl)(Cl)Cl.[C:20]1([C:26]2[N:30]=[C:29]([N:31]3[CH2:36][CH2:35][NH:34][CH2:33][CH2:32]3)[S:28][N:27]=2)[CH:25]=[CH:24][CH:23]=[CH:22][CH:21]=1.C(N(C(C)C)CC)(C)C.O, predict the reaction product. The product is: [CH3:1][N:2]1[C:6]2[CH:7]=[CH:8][CH:9]=[CH:10][C:5]=2[N:4]=[C:3]1[NH:11][C:12]([N:34]1[CH2:35][CH2:36][N:31]([C:29]2[S:28][N:27]=[C:26]([C:20]3[CH:25]=[CH:24][CH:23]=[CH:22][CH:21]=3)[N:30]=2)[CH2:32][CH2:33]1)=[O:19]. (2) Given the reactants [NH2:1][C:2]1[CH:7]=[CH:6][CH:5]=[CH:4][C:3]=1[OH:8].[OH:9][CH:10]([C:14]1[CH:19]=[CH:18][CH:17]=[CH:16][CH:15]=1)[C:11](O)=O.O, predict the reaction product. The product is: [O:8]1[C:3]2[CH:4]=[CH:5][CH:6]=[CH:7][C:2]=2[N:1]=[C:11]1[CH:10]([C:14]1[CH:19]=[CH:18][CH:17]=[CH:16][CH:15]=1)[OH:9]. (3) Given the reactants N1CCC[C@H]1C(O)=O.[C:9]([C:11]1[CH:12]=[C:13]([CH:16]=[CH:17][CH:18]=1)[CH:14]=O)#[N:10].[CH3:19][C:20]1([CH3:28])[O:27][C:25](=[O:26])[CH2:24][C:22](=[O:23])[O:21]1.CC1NC(C)=C(C(OCC)=O)CC=1C(OCC)=O, predict the reaction product. The product is: [CH3:19][C:20]1([CH3:28])[O:27][C:25](=[O:26])[CH:24]([CH2:14][C:13]2[CH:12]=[C:11]([CH:18]=[CH:17][CH:16]=2)[C:9]#[N:10])[C:22](=[O:23])[O:21]1. (4) Given the reactants C(OC([N:8]1[CH2:13][CH2:12][CH:11]([N:14]([C:20]2[CH:25]=[CH:24][C:23]([O:26][CH2:27][C:28]3[CH:33]=[CH:32][C:31]([F:34])=[CH:30][CH:29]=3)=[CH:22][CH:21]=2)[CH2:15][CH2:16][CH:17]([CH3:19])[CH3:18])[CH2:10][CH2:9]1)=O)(C)(C)C.C(O)(C(F)(F)F)=O, predict the reaction product. The product is: [F:34][C:31]1[CH:32]=[CH:33][C:28]([CH2:27][O:26][C:23]2[CH:22]=[CH:21][C:20]([N:14]([CH2:15][CH2:16][CH:17]([CH3:18])[CH3:19])[CH:11]3[CH2:10][CH2:9][NH:8][CH2:13][CH2:12]3)=[CH:25][CH:24]=2)=[CH:29][CH:30]=1. (5) Given the reactants Cl[C:2]1[NH:11][C:10](=[O:12])[C:9]2[C:4](=[CH:5][C:6]([O:15][CH3:16])=[C:7]([O:13][CH3:14])[CH:8]=2)[N:3]=1.[N:17]1([C:23]2[C:24]3[CH2:32][CH2:31][NH:30][CH2:29][C:25]=3[N:26]=[CH:27][N:28]=2)[CH2:22][CH2:21][O:20][CH2:19][CH2:18]1, predict the reaction product. The product is: [CH3:14][O:13][C:7]1[CH:8]=[C:9]2[C:4](=[CH:5][C:6]=1[O:15][CH3:16])[N:3]=[C:2]([N:30]1[CH2:31][CH2:32][C:24]3[C:23]([N:17]4[CH2:18][CH2:19][O:20][CH2:21][CH2:22]4)=[N:28][CH:27]=[N:26][C:25]=3[CH2:29]1)[NH:11][C:10]2=[O:12].